Dataset: Forward reaction prediction with 1.9M reactions from USPTO patents (1976-2016). Task: Predict the product of the given reaction. (1) Given the reactants [CH:1]1([C@H:5]([NH:7][C:8]2[N:16]=[C:15]([C:17]([OH:19])=[O:18])[N:14]=[C:13]3[C:9]=2[N:10]([CH2:26][C:27]2[CH:32]=[CH:31][C:30]([C:33]([F:36])([F:35])[F:34])=[CH:29][CH:28]=2)[C:11]([C:20]2[CH2:25][CH2:24][CH2:23][CH2:22][CH:21]=2)=[N:12]3)[CH3:6])[CH2:4][CH2:3][CH2:2]1, predict the reaction product. The product is: [CH:1]1([C@H:5]([NH:7][C:8]2[N:16]=[C:15]([C:17]([OH:19])=[O:18])[N:14]=[C:13]3[C:9]=2[N:10]([CH2:26][C:27]2[CH:28]=[CH:29][C:30]([C:33]([F:34])([F:35])[F:36])=[CH:31][CH:32]=2)[C:11]([CH:20]2[CH2:21][CH2:22][CH2:23][CH2:24][CH2:25]2)=[N:12]3)[CH3:6])[CH2:4][CH2:3][CH2:2]1. (2) Given the reactants [CH:14]1[CH:19]=[CH:18][C:17](P([C:14]2[CH:19]=[CH:18][CH:17]=[CH:16][CH:15]=2)[C:14]2[CH:19]=[CH:18][CH:17]=[CH:16][CH:15]=2)=[CH:16][CH:15]=1.[C:20]([O-:23])([O-])=O.[K+].[K+].CC([N:30]([CH2:34][C:35]1[CH:40]=[CH:39][C:38]([C:41]#N)=[C:37](Br)[CH:36]=1)[C:31](=[O:33])[O-:32])(C)C.O[CH2:45][C:46]1[CH:47]=C(B(O)O)C=C[CH:51]=1.[CH3:55][C:56]([Si:59](C)(C)[CH3:60])([CH3:58])[CH3:57], predict the reaction product. The product is: [CH3:55][C:56]([SiH:59]([CH3:60])[O:23][CH2:20][C:14]1[CH:15]=[C:16]([C:37]2[C:38]([CH3:41])=[CH:39][CH:40]=[C:35]([CH2:34][NH:30][C:31](=[O:33])[O:32][C:46]([CH3:45])([CH3:51])[CH3:47])[CH:36]=2)[CH:17]=[CH:18][CH:19]=1)([CH3:58])[CH3:57].